From a dataset of Full USPTO retrosynthesis dataset with 1.9M reactions from patents (1976-2016). Predict the reactants needed to synthesize the given product. Given the product [OH:8][C:9]1[CH:14]=[CH:13][N:12]([C:15]2[CH:16]=[CH:17][C:18]3[C:19]4[CH2:28][N:27]([C:29]([O:31][C:32]([CH3:34])([CH3:33])[CH3:35])=[O:30])[CH2:26][CH2:25][C:20]=4[N:21]([CH3:24])[C:22]=3[CH:23]=2)[C:11](=[O:36])[CH:10]=1, predict the reactants needed to synthesize it. The reactants are: C([O:8][C:9]1[CH:14]=[CH:13][N:12]([C:15]2[CH:16]=[CH:17][C:18]3[C:19]4[CH2:28][N:27]([C:29]([O:31][C:32]([CH3:35])([CH3:34])[CH3:33])=[O:30])[CH2:26][CH2:25][C:20]=4[N:21]([CH3:24])[C:22]=3[CH:23]=2)[C:11](=[O:36])[CH:10]=1)C1C=CC=CC=1.C([O-])=O.[NH4+].